Dataset: Catalyst prediction with 721,799 reactions and 888 catalyst types from USPTO. Task: Predict which catalyst facilitates the given reaction. (1) Reactant: [C:1]([O:4][C:5]([CH3:8])([CH3:7])[CH3:6])(=[O:3])[CH3:2].[Li+].CC([N-]C(C)C)C.[Si:17]([O:24][CH2:25][C@H:26]1[N:30]=[CH:29][C@@H:28]2[O:31][C:32]([CH3:35])([CH3:34])[O:33][C@H:27]12)([C:20]([CH3:23])([CH3:22])[CH3:21])([CH3:19])[CH3:18]. Product: [Si:17]([O:24][CH2:25][C@@H:26]1[C@H:27]2[O:33][C:32]([CH3:35])([CH3:34])[O:31][C@H:28]2[C@H:29]([CH2:2][C:1]([O:4][C:5]([CH3:8])([CH3:7])[CH3:6])=[O:3])[NH:30]1)([C:20]([CH3:23])([CH3:21])[CH3:22])([CH3:18])[CH3:19]. The catalyst class is: 182. (2) Reactant: [CH:1](NC(C)C)(C)C.[Li].[Br:9][C:10]1[CH:15]=[CH:14][C:13]([CH2:16][N:17]([CH2:28][C:29]([F:32])([F:31])[F:30])[S:18]([CH2:21][C:22]2[CH:27]=[CH:26][CH:25]=[CH:24][CH:23]=2)(=[O:20])=[O:19])=[C:12]([F:33])[CH:11]=1.IC. Product: [Br:9][C:10]1[CH:15]=[CH:14][C:13]([CH2:16][N:17]([CH2:28][C:29]([F:30])([F:31])[F:32])[S:18]([CH:21]([C:22]2[CH:27]=[CH:26][CH:25]=[CH:24][CH:23]=2)[CH3:1])(=[O:20])=[O:19])=[C:12]([F:33])[CH:11]=1. The catalyst class is: 7. (3) Reactant: [CH:1]([C:3]1[CH:4]=[C:5]2[C:10](=[CH:11][CH:12]=1)[N:9]=[CH:8][C:7]([C:13]#[N:14])=[C:6]2[O:15][CH:16]1[CH2:21][CH2:20]O[CH2:18][CH2:17]1)=O.[CH:22]1([NH:25][C:26]2[S:27][CH2:28][C:29](=[O:31])[N:30]=2)[CH2:24][CH2:23]1.C([O-])(=O)C.[Na+]. Product: [CH:22]1([NH:25][C:26]2[S:27]/[C:28](=[CH:1]\[C:3]3[CH:4]=[C:5]4[C:10](=[CH:11][CH:12]=3)[N:9]=[CH:8][C:7]([C:13]#[N:14])=[C:6]4[O:15][CH:16]([CH2:17][CH3:18])[CH2:21][CH3:20])/[C:29](=[O:31])[N:30]=2)[CH2:24][CH2:23]1. The catalyst class is: 15. (4) Reactant: [O-:1]CC.[O-:4]CC.[Ca+2:7].[Cl:8][C:9]1[CH:35]=[CH:34][C:12]([O:13][CH2:14][C@@H:15]([F:33])[CH2:16][O:17][C:18]2[CH:19]=[C:20]([CH2:24][C@H:25]([O:29][CH:30]([CH3:32])[CH3:31])[C:26]([OH:28])=[O:27])[CH:21]=[CH:22][CH:23]=2)=[C:11]([C:36]#[N:37])[CH:10]=1. Product: [OH2:1].[OH2:4].[OH2:13].[Cl:8][C:9]1[CH:35]=[CH:34][C:12]([O:13][CH2:14][C@@H:15]([F:33])[CH2:16][O:17][C:18]2[CH:19]=[C:20]([CH2:24][C@H:25]([O:29][CH:30]([CH3:32])[CH3:31])[C:26]([O-:28])=[O:27])[CH:21]=[CH:22][CH:23]=2)=[C:11]([C:36]#[N:37])[CH:10]=1.[Cl:8][C:9]1[CH:35]=[CH:34][C:12]([O:13][CH2:14][C@@H:15]([F:33])[CH2:16][O:17][C:18]2[CH:19]=[C:20]([CH2:24][C@H:25]([O:29][CH:30]([CH3:32])[CH3:31])[C:26]([O-:28])=[O:27])[CH:21]=[CH:22][CH:23]=2)=[C:11]([C:36]#[N:37])[CH:10]=1.[Ca+2:7]. The catalyst class is: 5. (5) Reactant: [F:1][CH:2]([F:30])[N:3]1[N:19]=[CH:18][C:17]2[NH:16][C:15](=[O:20])[CH2:14][CH:13]=[CH:12][CH2:11][C@H:10]([NH:21][C:22](=[O:28])[O:23][C:24]([CH3:27])([CH3:26])[CH3:25])[C:9]3[CH:29]=[C:5]([CH:6]=[CH:7][N:8]=3)[C:4]1=2. Product: [F:30][CH:2]([F:1])[N:3]1[N:19]=[CH:18][C:17]2[NH:16][C:15](=[O:20])[CH2:14][CH2:13][CH2:12][CH2:11][C@H:10]([NH:21][C:22](=[O:28])[O:23][C:24]([CH3:26])([CH3:27])[CH3:25])[C:9]3[CH:29]=[C:5]([CH:6]=[CH:7][N:8]=3)[C:4]1=2. The catalyst class is: 50. (6) Reactant: S(=O)(=O)(O)O.[CH2:6]([CH:8]([CH2:11][CH3:12])[CH:9]=O)[CH3:7].[Br:13][C:14]1[CH:15]=[CH:16][C:17]([O:22][CH3:23])=[C:18]([NH:20]N)[CH:19]=1.[BH4-].[Na+]. Product: [Br:13][C:14]1[CH:15]=[CH:16][C:17]([O:22][CH3:23])=[C:18]2[C:19]=1[C:8]([CH2:11][CH3:12])([CH2:6][CH3:7])[CH2:9][NH:20]2. The catalyst class is: 8. (7) Reactant: [Cl:1][C:2]1[CH:42]=[CH:41][C:5]([CH2:6][NH:7][C:8]([C:10]2[C:11](=[O:40])[C:12]3[CH:27]=[C:26]([CH2:28][N:29]([CH2:31][C@@H:32]([OH:39])[C:33]4[CH:38]=[CH:37][CH:36]=[CH:35][CH:34]=4)[CH3:30])[S:25][C:13]=3[N:14]([CH2:16][CH2:17][O:18]C3CCCCO3)[CH:15]=2)=[O:9])=[CH:4][CH:3]=1.Cl(O)(=O)(=O)=O.O.C([O-])(O)=O.[Na+]. Product: [Cl:1][C:2]1[CH:42]=[CH:41][C:5]([CH2:6][NH:7][C:8]([C:10]2[C:11](=[O:40])[C:12]3[CH:27]=[C:26]([CH2:28][N:29]([CH2:31][C@@H:32]([OH:39])[C:33]4[CH:34]=[CH:35][CH:36]=[CH:37][CH:38]=4)[CH3:30])[S:25][C:13]=3[N:14]([CH2:16][CH2:17][OH:18])[CH:15]=2)=[O:9])=[CH:4][CH:3]=1. The catalyst class is: 1. (8) Reactant: [Br:1][C:2]1[CH:10]=[C:9]2[C:5]([C:6]([NH2:11])=[N:7][NH:8]2)=[CH:4][CH:3]=1.[CH3:12][C:13]([O:16][C:17](O[C:17]([O:16][C:13]([CH3:15])([CH3:14])[CH3:12])=[O:18])=[O:18])([CH3:15])[CH3:14]. Product: [NH2:11][C:6]1[C:5]2[C:9](=[CH:10][C:2]([Br:1])=[CH:3][CH:4]=2)[N:8]([C:17]([O:16][C:13]([CH3:15])([CH3:14])[CH3:12])=[O:18])[N:7]=1. The catalyst class is: 230.